This data is from Forward reaction prediction with 1.9M reactions from USPTO patents (1976-2016). The task is: Predict the product of the given reaction. (1) Given the reactants [CH3:1][O:2][C:3](=[O:12])[C:4]1[CH:9]=[CH:8][CH:7]=C(N)[C:5]=1[Cl:11].[CH3:13][N:14]([CH:16]=O)[CH3:15].C(=O)([O-])[O-].[K+].[K+].CI, predict the reaction product. The product is: [CH3:1][O:2][C:3](=[O:12])[C:4]1[CH:9]=[CH:8][CH:7]=[C:16]([N:14]([CH3:13])[CH3:15])[C:5]=1[Cl:11]. (2) Given the reactants [NH2:1][C:2]1[CH:3]=[CH:4][CH:5]=[C:6]2[C:14]=1[NH:13][C:12]1[C:11](=[O:15])[CH2:10][CH2:9][CH2:8][C:7]2=1.[S:16]1[CH:20]=[CH:19][CH:18]=[C:17]1[S:21](Cl)(=[O:23])=[O:22], predict the reaction product. The product is: [O:15]=[C:11]1[C:12]2[NH:13][C:14]3[C:6](=[CH:5][CH:4]=[CH:3][C:2]=3[NH:1][S:21]([C:17]3[S:16][CH:20]=[CH:19][CH:18]=3)(=[O:23])=[O:22])[C:7]=2[CH2:8][CH2:9][CH2:10]1. (3) Given the reactants [NH2:1][C:2]1[S:3][CH:4]=[C:5]2[C:10]=1[C:9](=[O:11])[N:8]([C:12]1[CH:17]=[CH:16][C:15]([Cl:18])=[CH:14][CH:13]=1)[N:7]=[C:6]2[C:19]([NH:21][CH:22]([CH3:24])C)=[O:20].NC1SC=C2C=1C(=[O:35])N(C1C=CC(Cl)=CC=1)N=C2C(O)=O.C(CN)O, predict the reaction product. The product is: [NH2:1][C:2]1[S:3][CH:4]=[C:5]2[C:10]=1[C:9](=[O:11])[N:8]([C:12]1[CH:13]=[CH:14][C:15]([Cl:18])=[CH:16][CH:17]=1)[N:7]=[C:6]2[C:19]([NH:21][CH2:22][CH2:24][OH:35])=[O:20]. (4) Given the reactants Br[C:2]1[CH:7]=[CH:6][CH:5]=[CH:4][N:3]=1.[CH2:8]([NH2:17])[CH2:9][CH2:10][CH2:11][CH2:12][CH2:13][CH2:14][CH2:15][CH3:16].C1(P(C2C=CC=CC=2)C2C=CC3C(=CC=CC=3)C=2C2C3C(=CC=CC=3)C=CC=2P(C2C=CC=CC=2)C2C=CC=CC=2)C=CC=CC=1.CC(C)([O-])C.[Na+], predict the reaction product. The product is: [CH2:8]([NH:17][C:2]1[CH:7]=[CH:6][CH:5]=[CH:4][N:3]=1)[CH2:9][CH2:10][CH2:11][CH2:12][CH2:13][CH2:14][CH2:15][CH3:16]. (5) Given the reactants C(OC([N:8]1[CH2:13][CH2:12][C:11]([CH3:47])([N:14]2[CH2:19][CH2:18][CH:17]([N:20]3[C@H:24]([C:25]4[CH:30]=[CH:29][CH:28]=[CH:27][CH:26]=4)[CH2:23][N:22]([CH2:31][CH:32]4[CH2:37][CH2:36][CH:35]([O:38][Si](C(C)(C)C)(C)C)[CH2:34][CH2:33]4)[C:21]3=[O:46])[CH2:16][CH2:15]2)[CH2:10][CH2:9]1)=O)(C)(C)C.C(O)(C(F)(F)F)=O, predict the reaction product. The product is: [OH:38][CH:35]1[CH2:36][CH2:37][CH:32]([CH2:31][N:22]2[CH2:23][C@@H:24]([C:25]3[CH:30]=[CH:29][CH:28]=[CH:27][CH:26]=3)[N:20]([CH:17]3[CH2:16][CH2:15][N:14]([C:11]4([CH3:47])[CH2:12][CH2:13][NH:8][CH2:9][CH2:10]4)[CH2:19][CH2:18]3)[C:21]2=[O:46])[CH2:33][CH2:34]1. (6) Given the reactants C([O:3][C:4](=[O:31])[CH2:5][O:6][C:7]1[CH:16]=[CH:15][C:14]2[C:9](=[CH:10][CH:11]=[C:12]([C:17]3[O:18][C:19]4[CH:30]=[CH:29][CH:28]=[CH:27][C:20]=4[C:21]=3[CH2:22][CH2:23][CH2:24][CH2:25][CH3:26])[CH:13]=2)[CH:8]=1)C.[OH-].[K+], predict the reaction product. The product is: [CH2:22]([C:21]1[C:20]2[CH:27]=[CH:28][CH:29]=[CH:30][C:19]=2[O:18][C:17]=1[C:12]1[CH:13]=[C:14]2[C:9](=[CH:10][CH:11]=1)[CH:8]=[C:7]([O:6][CH2:5][C:4]([OH:31])=[O:3])[CH:16]=[CH:15]2)[CH2:23][CH2:24][CH2:25][CH3:26]. (7) Given the reactants [CH2:1]([O:3][C:4](=[O:21])[C:5]1[CH:10]=[CH:9][C:8]([O:11][C:12]2[CH:17]=[CH:16][C:15]([C:18]#[N:19])=[CH:14][CH:13]=2)=[N:7][C:6]=1Cl)[CH3:2].[F:22][C:23]1[CH:28]=[CH:27][C:26]([OH:29])=[CH:25][CH:24]=1, predict the reaction product. The product is: [CH2:1]([O:3][C:4](=[O:21])[C:5]1[CH:10]=[CH:9][C:8]([O:11][C:12]2[CH:17]=[CH:16][C:15]([C:18]#[N:19])=[CH:14][CH:13]=2)=[N:7][C:6]=1[O:29][C:26]1[CH:27]=[CH:28][C:23]([F:22])=[CH:24][CH:25]=1)[CH3:2].